Predict the product of the given reaction. From a dataset of Forward reaction prediction with 1.9M reactions from USPTO patents (1976-2016). The product is: [F:16][C:17]1([F:24])[CH2:23][N:22]([C:9]([O:11][C:12]([CH3:13])([CH3:14])[CH3:15])=[O:10])[CH2:21][CH2:20][NH:19][CH2:18]1. Given the reactants [C:9](O[C:9]([O:11][C:12]([CH3:15])([CH3:14])[CH3:13])=[O:10])([O:11][C:12]([CH3:15])([CH3:14])[CH3:13])=[O:10].[F:16][C:17]1([F:24])[CH2:23][NH:22][CH2:21][CH2:20][NH:19][CH2:18]1.CCN(C(C)C)C(C)C, predict the reaction product.